From a dataset of Reaction yield outcomes from USPTO patents with 853,638 reactions. Predict the reaction yield, written as a fraction of the theoretical maximum amount of product (1.0 means a 100% yield; for example, 0.34 means a 34% yield). (1) The reactants are [C:1]([O:9][C@H:10]([CH2:15][C:16]1[C:17]([CH2:26][NH:27][CH2:28][C:29]([F:32])([F:31])[F:30])=[C:18]2[C:22](=[C:23]([Cl:25])[CH:24]=1)[NH:21][N:20]=[CH:19]2)[C:11]([O:13]C)=O)(=[O:8])[C:2]1[CH:7]=[CH:6][CH:5]=[CH:4][CH:3]=1.C1(C)C=CC=CC=1.C(O)(=O)C. No catalyst specified. The product is [C:1]([O:9][C@H:10]1[C:11](=[O:13])[N:27]([CH2:28][C:29]([F:31])([F:32])[F:30])[CH2:26][C:17]2[C:18]3[CH:19]=[N:20][NH:21][C:22]=3[C:23]([Cl:25])=[CH:24][C:16]=2[CH2:15]1)(=[O:8])[C:2]1[CH:3]=[CH:4][CH:5]=[CH:6][CH:7]=1. The yield is 0.740. (2) The reactants are [CH2:1]1[CH2:8][CH2:7][O:6][C:4](=[O:5])[CH2:3][CH2:2]1.[CH2:9]([Mg]Cl)[CH2:10][CH3:11].[Cl-].[NH4+].Cl.O1C[CH2:20][CH2:19][CH2:18]1. No catalyst specified. The product is [CH2:9]([C:4]([OH:5])([CH2:18][CH2:19][CH3:20])[CH2:3][CH2:2][CH2:1][CH2:8][CH2:7][OH:6])[CH2:10][CH3:11]. The yield is 0.960. (3) The reactants are [Cl:1][C:2]1[CH:3]=[C:4]([C:8]2[CH:9]=[C:10]([CH2:16][C:17]3[CH:18]=[N:19][C:20](N)=[N:21][CH:22]=3)[CH:11]=[N:12][C:13]=2[O:14][CH3:15])[CH:5]=[CH:6][CH:7]=1.N(OC(C)(C)C)=[O:25]. The catalyst is CN(C=O)C.O. The product is [Cl:1][C:2]1[CH:3]=[C:4]([C:8]2[CH:9]=[C:10]([CH2:16][C:17]3[CH:18]=[N:19][C:20]([OH:25])=[N:21][CH:22]=3)[CH:11]=[N:12][C:13]=2[O:14][CH3:15])[CH:5]=[CH:6][CH:7]=1. The yield is 0.770.